From a dataset of CYP1A2 inhibition data for predicting drug metabolism from PubChem BioAssay. Regression/Classification. Given a drug SMILES string, predict its absorption, distribution, metabolism, or excretion properties. Task type varies by dataset: regression for continuous measurements (e.g., permeability, clearance, half-life) or binary classification for categorical outcomes (e.g., BBB penetration, CYP inhibition). Dataset: cyp1a2_veith. (1) The compound is COc1cccc(/C=c2/s/c(=C(\C#N)C(=O)N3CCOCC3)n(-c3ccccc3)c2=O)c1. The result is 0 (non-inhibitor). (2) The compound is CCn1c(SCC(=O)OC)nnc1C1CCCCC1. The result is 0 (non-inhibitor). (3) The drug is COc1cc(N)c(Cl)cc1C(=O)CCC1CCN(CCNS(C)(=O)=O)CC1. The result is 0 (non-inhibitor). (4) The drug is COc1ccc(C(=O)Nc2ccc(S(=O)(=O)N3CCOCC3)cc2)cc1OC. The result is 0 (non-inhibitor). (5) The drug is Cc1nnc(NC(=O)CSc2ncnc3c2cnn3-c2ccccc2C)s1. The result is 0 (non-inhibitor). (6) The compound is O=C(Nc1cccc(C(=O)Nc2ccc(S(=O)(=O)[O-])c3cc(S(=O)(=O)[O-])cc(S(=O)(=O)[O-])c23)c1)Nc1cccc(C(=O)Nc2ccc(S(=O)(=O)[O-])c3cc(S(=O)(=O)[O-])cc(S(=O)(=O)[O-])c23)c1.[Na+].[Na+].[Na+].[Na+].[Na+].[Na+]. The result is 0 (non-inhibitor). (7) The result is 1 (inhibitor). The compound is CN1C(=C2C(=O)OC(C)(C)OC2=O)Sc2ccccc21.